From a dataset of Experimental lipophilicity measurements (octanol/water distribution) for 4,200 compounds from AstraZeneca. Regression/Classification. Given a drug SMILES string, predict its absorption, distribution, metabolism, or excretion properties. Task type varies by dataset: regression for continuous measurements (e.g., permeability, clearance, half-life) or binary classification for categorical outcomes (e.g., BBB penetration, CYP inhibition). For this dataset (lipophilicity_astrazeneca), we predict Y. (1) The compound is CCOC(=O)C1=C(C)NC(C)=C(C(C)=O)[C@H]1c1cccc2c(=O)cc(C)oc12. The Y is 2.63 logD. (2) The compound is CCN(C(=O)Cc1ccc(S(C)(=O)=O)cc1)C1CCN(CCC(c2ccccc2)C2CCN(S(=O)(=O)CC)CC2)CC1. The Y is 1.63 logD.